From a dataset of Catalyst prediction with 721,799 reactions and 888 catalyst types from USPTO. Predict which catalyst facilitates the given reaction. (1) Reactant: CC1(C)C(C)(C)OB([C:9]2[CH:18]=[C:17]3[C:12]([CH2:13][CH2:14][CH2:15][CH:16]3[O:19][C:20]3[CH:25]=[CH:24][CH:23]=[CH:22][C:21]=3[CH2:26][C:27]([O:29]C)=[O:28])=[CH:11][CH:10]=2)O1.[NH2:32][C@@H:33]([C:36]1[CH:41]=[CH:40][CH:39]=[C:38](Br)[CH:37]=1)[CH2:34][OH:35].[O-]P([O-])([O-])=O.[K+].[K+].[K+].C(Cl)Cl.[OH-].[Na+]. Product: [NH2:32][C@@H:33]([C:36]1[CH:37]=[C:38]([C:9]2[CH:18]=[C:17]3[C:12]([CH2:13][CH2:14][CH2:15][CH:16]3[O:19][C:20]3[CH:25]=[CH:24][CH:23]=[CH:22][C:21]=3[CH2:26][C:27]([OH:29])=[O:28])=[CH:11][CH:10]=2)[CH:39]=[CH:40][CH:41]=1)[CH2:34][OH:35]. The catalyst class is: 710. (2) Reactant: [N:1]([C@@H:4]1[CH2:8][N:7]([C:9]([O:11][C:12]([CH3:15])([CH3:14])[CH3:13])=[O:10])[C@H:6]([CH2:16][CH2:17][C:18]([O:20][CH2:21][CH3:22])=[O:19])[CH2:5]1)=[N+]=[N-]. Product: [NH2:1][C@@H:4]1[CH2:8][N:7]([C:9]([O:11][C:12]([CH3:13])([CH3:14])[CH3:15])=[O:10])[C@H:6]([CH2:16][CH2:17][C:18]([O:20][CH2:21][CH3:22])=[O:19])[CH2:5]1. The catalyst class is: 29.